Task: Predict the product of the given reaction.. Dataset: Forward reaction prediction with 1.9M reactions from USPTO patents (1976-2016) Given the reactants C(OC(=O)[NH:7][CH:8]1[CH2:13][CH2:12][CH:11]([CH2:14][NH:15][C:16]2[C:21]([N+:22]([O-:24])=[O:23])=[CH:20][N:19]=[C:18]([NH:25][CH2:26][C:27]3[CH:32]=[CH:31][CH:30]=[C:29]([Br:33])[C:28]=3[CH3:34])[N:17]=2)[CH2:10][CH2:9]1)(C)(C)C.FC(F)(F)C(O)=O, predict the reaction product. The product is: [NH2:7][CH:8]1[CH2:13][CH2:12][CH:11]([CH2:14][NH:15][C:16]2[C:21]([N+:22]([O-:24])=[O:23])=[CH:20][N:19]=[C:18]([NH:25][CH2:26][C:27]3[CH:32]=[CH:31][CH:30]=[C:29]([Br:33])[C:28]=3[CH3:34])[N:17]=2)[CH2:10][CH2:9]1.